This data is from Reaction yield outcomes from USPTO patents with 853,638 reactions. The task is: Predict the reaction yield, written as a fraction of the theoretical maximum amount of product (1.0 means a 100% yield; for example, 0.34 means a 34% yield). (1) The reactants are [Cl:1][C:2]1[CH:9]=[C:8]([F:10])[C:5]([CH:6]=[O:7])=[C:4]([F:11])[CH:3]=1.O1CCCC1.[BH4-].[Na+]. The catalyst is C(O)C. The product is [Cl:1][C:2]1[CH:3]=[C:4]([F:11])[C:5]([CH2:6][OH:7])=[C:8]([F:10])[CH:9]=1. The yield is 0.830. (2) No catalyst specified. The yield is 0.580. The reactants are [CH3:1][S:2]([C:5]1[CH:6]=[CH:7][C:8]([S:14][CH2:15][C:16]([F:19])([F:18])[F:17])=[C:9]([CH:13]=1)[C:10]([OH:12])=O)(=[O:4])=[O:3].[N:20]1([C:26]2[N:31]=[CH:30][C:29]([C:32]([F:35])([F:34])[F:33])=[CH:28][N:27]=2)[CH2:25][CH2:24][NH:23][CH2:22][CH2:21]1. The product is [CH3:1][S:2]([C:5]1[CH:6]=[CH:7][C:8]([S:14][CH2:15][C:16]([F:19])([F:18])[F:17])=[C:9]([C:10]([N:23]2[CH2:24][CH2:25][N:20]([C:26]3[N:27]=[CH:28][C:29]([C:32]([F:35])([F:33])[F:34])=[CH:30][N:31]=3)[CH2:21][CH2:22]2)=[O:12])[CH:13]=1)(=[O:3])=[O:4]. (3) The reactants are N1C=CN=C1.[S:6](Cl)(Cl)=[O:7].[CH2:10]([O:17][C:18](=[O:30])[C@@H:19]([NH:22][C:23]([O:25][C:26]([CH3:29])([CH3:28])[CH3:27])=[O:24])[CH2:20][OH:21])[C:11]1[CH:16]=[CH:15][CH:14]=[CH:13][CH:12]=1.I([O-])(=O)(=O)=[O:32].[Na+]. The catalyst is ClCCl.O.[Ru](=O)=O. The product is [C:26]([O:25][C:23]([N:22]1[C@H:19]([C:18]([O:17][CH2:10][C:11]2[CH:16]=[CH:15][CH:14]=[CH:13][CH:12]=2)=[O:30])[CH2:20][O:21][S:6]1(=[O:7])=[O:32])=[O:24])([CH3:27])([CH3:29])[CH3:28]. The yield is 0.660.